Dataset: Catalyst prediction with 721,799 reactions and 888 catalyst types from USPTO. Task: Predict which catalyst facilitates the given reaction. (1) Reactant: [CH3:1][N:2]([CH3:22])[CH:3]([CH2:20][CH3:21])[CH:4]([C:10]1[CH:19]=[CH:18][C:13]2[N:14]=[C:15](N)[S:16][C:12]=2[CH:11]=1)[N:5]1[CH:9]=[CH:8][N:7]=[CH:6]1.[BrH:23].N([O-])=O.[Na+]. Product: [Br:23][C:15]1[S:16][C:12]2[CH:11]=[C:10]([CH:4]([N:5]3[CH:9]=[CH:8][N:7]=[CH:6]3)[CH:3]([N:2]([CH3:22])[CH3:1])[CH2:20][CH3:21])[CH:19]=[CH:18][C:13]=2[N:14]=1. The catalyst class is: 6. (2) Reactant: [CH3:1][S:2]([C:5]1[CH:6]=[C:7]([CH2:11][OH:12])[CH:8]=[CH:9][CH:10]=1)(=[O:4])=[O:3].C1C=C[NH+]=CC=1.[O-][Cr](Cl)(=O)=O. Product: [CH3:1][S:2]([C:5]1[CH:6]=[C:7]([CH:8]=[CH:9][CH:10]=1)[CH:11]=[O:12])(=[O:3])=[O:4]. The catalyst class is: 2. (3) Reactant: [CH2:1]([O:8][C:9]1[CH:10]=[CH:11][C:12]([O:26][CH:27]([CH3:29])[CH3:28])=[C:13]([C:15]2[NH:25][C:18]3=[N:19][C:20]([CH2:23]Cl)=[CH:21][CH:22]=[C:17]3[N:16]=2)[CH:14]=1)[C:2]1[CH:7]=[CH:6][CH:5]=[CH:4][CH:3]=1.[C-:30]#[N:31].[K+].O. The catalyst class is: 9. Product: [CH2:1]([O:8][C:9]1[CH:10]=[CH:11][C:12]([O:26][CH:27]([CH3:29])[CH3:28])=[C:13]([C:15]2[NH:25][C:18]3=[N:19][C:20]([CH2:23][C:30]#[N:31])=[CH:21][CH:22]=[C:17]3[N:16]=2)[CH:14]=1)[C:2]1[CH:7]=[CH:6][CH:5]=[CH:4][CH:3]=1. (4) Reactant: C([O:8][C:9]1[CH:10]=[C:11]([C@@H:15]([CH:22]2[CH2:24][CH2:23]2)[C@H:16]([CH3:21])[C:17]([O:19][CH3:20])=[O:18])[CH:12]=[CH:13][CH:14]=1)C1C=CC=CC=1. Product: [CH:22]1([C@@H:15]([C:11]2[CH:12]=[CH:13][CH:14]=[C:9]([OH:8])[CH:10]=2)[C@H:16]([CH3:21])[C:17]([O:19][CH3:20])=[O:18])[CH2:24][CH2:23]1. The catalyst class is: 43. (5) Reactant: [C:1]([O:4][C@H:5]1[C@H:10]([O:11][C:12](=[O:14])[CH3:13])[C@@H:9]([O:15][C:16](=[O:18])[CH3:17])[C@H:8]([C:19]2[CH:28]=[C:27]([CH2:29][C:30]3[CH:35]=[CH:34][CH:33]=[CH:32][CH:31]=3)[C:26]([Cl:36])=[C:25]3[C:20]=2[CH2:21][CH2:22][CH2:23][O:24]3)[O:7][C@@H:6]1[CH2:37][O:38][C:39](=[O:41])[CH3:40])(=[O:3])[CH3:2].[Al+3].[Cl-].[Cl-].[Cl-].[C:46](Cl)(=[O:48])[CH3:47].Cl. Product: [C:1]([O:4][C@H:5]1[C@H:10]([O:11][C:12](=[O:14])[CH3:13])[C@@H:9]([O:15][C:16](=[O:18])[CH3:17])[C@H:8]([C:19]2[CH:28]=[C:27]([CH2:29][C:30]3[CH:35]=[CH:34][C:33]([C:46](=[O:48])[CH3:47])=[CH:32][CH:31]=3)[C:26]([Cl:36])=[C:25]3[C:20]=2[CH2:21][CH2:22][CH2:23][O:24]3)[O:7][C@@H:6]1[CH2:37][O:38][C:39](=[O:41])[CH3:40])(=[O:3])[CH3:2]. The catalyst class is: 2. (6) Reactant: [NH:1]1[C:9]2[C:4](=[CH:5][CH:6]=[CH:7][CH:8]=2)[C:3]([CH2:10][C@H:11]([NH:30]C(=O)OC(C)(C)C)[CH2:12][O:13][C:14]2[CH:15]=[N:16][CH:17]=[C:18]([C:20]3[CH:21]=[C:22]4[C:27](=[CH:28][CH:29]=3)[CH:26]=[N:25][CH:24]=[CH:23]4)[CH:19]=2)=[CH:2]1.C(O)(C(F)(F)F)=O. Product: [NH:1]1[C:9]2[C:4](=[CH:5][CH:6]=[CH:7][CH:8]=2)[C:3]([CH2:10][C@H:11]([NH2:30])[CH2:12][O:13][C:14]2[CH:15]=[N:16][CH:17]=[C:18]([C:20]3[CH:21]=[C:22]4[C:27](=[CH:28][CH:29]=3)[CH:26]=[N:25][CH:24]=[CH:23]4)[CH:19]=2)=[CH:2]1. The catalyst class is: 4. (7) Reactant: [Cl:1][C:2]1[C:3]([C:8]([CH3:13])([CH3:12])[C:9]([OH:11])=O)=[N:4][CH:5]=[CH:6][N:7]=1.CN(C(ON1N=NC2C=CC=NC1=2)=[N+](C)C)C.F[P-](F)(F)(F)(F)F.C(N(CC)CC)C.[CH3:45][C:46]1[CH:47]=[CH:48][C:49]([NH:52][C@H:53]2[CH2:58][CH2:57][C@@H:56]([NH2:59])[CH2:55][CH2:54]2)=[N:50][CH:51]=1. Product: [Cl:1][C:2]1[C:3]([C:8]([CH3:13])([CH3:12])[C:9]([NH:59][C@H:56]2[CH2:55][CH2:54][C@@H:53]([NH:52][C:49]3[CH:48]=[CH:47][C:46]([CH3:45])=[CH:51][N:50]=3)[CH2:58][CH2:57]2)=[O:11])=[N:4][CH:5]=[CH:6][N:7]=1. The catalyst class is: 2. (8) Reactant: [F:1][C:2]1[C:3]([N:14]=[C:15]=[N:16][C:17]2[CH:22]=[C:21]([C:23]([F:26])([F:25])[F:24])[CH:20]=[CH:19][C:18]=2[O:27][CH3:28])=[C:4](/[CH:8]=[CH:9]/[C:10]([O:12][CH3:13])=[O:11])[CH:5]=[CH:6][CH:7]=1.[CH3:29][O:30][C:31]1[CH:32]=[C:33]([N:37]2[CH2:42][CH2:41][NH:40][CH2:39][CH2:38]2)[CH:34]=[CH:35][CH:36]=1. Product: [F:1][C:2]1[CH:7]=[CH:6][CH:5]=[C:4]2[C:3]=1[N:14]=[C:15]([N:40]1[CH2:39][CH2:38][N:37]([C:33]3[CH:34]=[CH:35][CH:36]=[C:31]([O:30][CH3:29])[CH:32]=3)[CH2:42][CH2:41]1)[N:16]([C:17]1[CH:22]=[C:21]([C:23]([F:26])([F:25])[F:24])[CH:20]=[CH:19][C:18]=1[O:27][CH3:28])[CH:8]2[CH2:9][C:10]([O:12][CH3:13])=[O:11]. The catalyst class is: 4. (9) Reactant: [Br:1][C:2]1[CH:7]=[CH:6][N:5]=[C:4]([CH:8]2[C:10]([C:11]3[CH:16]=[CH:15][C:14]([O:17][CH3:18])=[CH:13][CH:12]=3)=[N:9]2)[CH:3]=1.C(N(CC)C(C)C)(C)C. The catalyst class is: 26. Product: [Br:1][C:2]1[CH:7]=[CH:6][N:5]2[N:9]=[C:10]([C:11]3[CH:16]=[CH:15][C:14]([O:17][CH3:18])=[CH:13][CH:12]=3)[CH:8]=[C:4]2[CH:3]=1.